From a dataset of Full USPTO retrosynthesis dataset with 1.9M reactions from patents (1976-2016). Predict the reactants needed to synthesize the given product. Given the product [OH:26][B:25]1[C:22]2[CH:23]=[CH:24][C:19]([O:18][C:16]3[CH:15]=[CH:14][C:11]([C:12]#[N:13])=[C:10]([N:9]([CH2:8][CH2:7][OH:6])[CH3:36])[N:17]=3)=[CH:20][C:21]=2[CH2:28][O:29]1, predict the reactants needed to synthesize it. The reactants are: C([Si](C)(C)[O:6][CH2:7][CH2:8][N:9]([CH3:36])[C:10]1[N:17]=[C:16]([O:18][C:19]2[CH:24]=[CH:23][C:22]([B:25]3[O:29][C:28](C)(C)C(C)(C)[O:26]3)=[C:21](C=O)[CH:20]=2)[CH:15]=[CH:14][C:11]=1[C:12]#[N:13])(C)(C)C.[BH4-].[Na+].Cl.